This data is from Full USPTO retrosynthesis dataset with 1.9M reactions from patents (1976-2016). The task is: Predict the reactants needed to synthesize the given product. Given the product [CH2:1]([N:3]([CH2:12][CH3:13])[C:4]1[CH:9]=[C:8]2[C:7]([N:10]=[C:23]3[C:22]([C:26]4[CH:31]=[CH:30][CH:29]=[CH:28][CH:27]=4)=[N:21][N:20]([C:14]4[CH:15]=[CH:16][CH:17]=[CH:18][CH:19]=4)[C:24]3=[N:25]2)=[CH:6][CH:5]=1)[CH3:2], predict the reactants needed to synthesize it. The reactants are: [CH2:1]([N:3]([CH2:12][CH3:13])[C:4]1[CH:9]=[CH:8][C:7]([N:10]=O)=[CH:6][CH:5]=1)[CH3:2].[C:14]1([N:20]2[C:24]([NH2:25])=[CH:23][C:22]([C:26]3[CH:31]=[CH:30][CH:29]=[CH:28][CH:27]=3)=[N:21]2)[CH:19]=[CH:18][CH:17]=[CH:16][CH:15]=1.